From a dataset of Full USPTO retrosynthesis dataset with 1.9M reactions from patents (1976-2016). Predict the reactants needed to synthesize the given product. (1) Given the product [Br:12][C:7]1[CH:6]=[C:5]([CH2:8][C:9]([CH3:11])=[O:10])[CH:4]=[CH:3][C:2]=1[OH:1], predict the reactants needed to synthesize it. The reactants are: [OH:1][C:2]1[CH:7]=[CH:6][C:5]([CH2:8][C:9]([CH3:11])=[O:10])=[CH:4][CH:3]=1.[Br:12]N1C(C)(C)C(=O)N(Br)C1=O. (2) Given the product [C:1]([O:5][C:6]([N:8]1[CH2:13][CH2:12][O:11][C@@H:10]([C:14]2[CH:15]=[CH:16][C:17]([NH:20][C:21]3[N:22]=[CH:23][C:24]([S:41]([CH3:30])(=[O:43])=[O:40])=[CH:25][N:26]=3)=[CH:18][CH:19]=2)[CH2:9]1)=[O:7])([CH3:4])([CH3:2])[CH3:3], predict the reactants needed to synthesize it. The reactants are: [C:1]([O:5][C:6]([N:8]1[CH2:13][CH2:12][O:11][C@@H:10]([C:14]2[CH:19]=[CH:18][C:17]([NH:20][C:21]3[N:26]=[CH:25][C:24](SC)=[CH:23][N:22]=3)=[CH:16][CH:15]=2)[CH2:9]1)=[O:7])([CH3:4])([CH3:3])[CH3:2].Cl[C:30]1C=C(C=CC=1)C(OO)=O.[O-:40][S:41]([O-:43])=O.[Na+].[Na+]. (3) Given the product [ClH:1].[NH2:8][CH:9]1[CH2:10][N:11]([C:13]([C:15]2[N:16]=[C:17]3[C:22]([C:23]([F:25])([F:26])[F:24])=[CH:21][C:20]([C:27]4[CH:31]=[CH:30][O:29][CH:28]=4)=[CH:19][N:18]3[CH:32]=2)=[O:14])[CH2:12]1, predict the reactants needed to synthesize it. The reactants are: [ClH:1].C(OC(=O)[NH:8][CH:9]1[CH2:12][N:11]([C:13]([C:15]2[N:16]=[C:17]3[C:22]([C:23]([F:26])([F:25])[F:24])=[CH:21][C:20]([C:27]4[CH:31]=[CH:30][O:29][CH:28]=4)=[CH:19][N:18]3[CH:32]=2)=[O:14])[CH2:10]1)(C)(C)C. (4) Given the product [Br:1][C:2]1[CH:3]=[C:4]2[C:8](=[CH:9][C:10]=1[N+:11]([O-:13])=[O:12])[NH:7][CH2:6][CH2:5]2, predict the reactants needed to synthesize it. The reactants are: [Br:1][C:2]1[CH:3]=[C:4]2[C:8](=[CH:9][CH:10]=1)[NH:7][CH2:6][CH2:5]2.[N+:11]([O-])([O-:13])=[O:12].[K+].C([O-])([O-])=O.[Na+].[Na+]. (5) Given the product [Cl:1][C:2]1[CH:3]=[CH:4][C:5]([C:23]#[N:24])=[C:6]([C:8]2[C:13]([O:14][CH3:15])=[CH:12][N:11]([CH:16]([CH2:20][CH3:21])[C:17]([NH:34][C:32]3[CH:31]=[CH:30][C:29]4[N:28]([CH:27]=[N:26][N:25]=4)[CH:33]=3)=[O:19])[C:10](=[O:22])[CH:9]=2)[CH:7]=1, predict the reactants needed to synthesize it. The reactants are: [Cl:1][C:2]1[CH:3]=[CH:4][C:5]([C:23]#[N:24])=[C:6]([C:8]2[C:13]([O:14][CH3:15])=[CH:12][N:11]([CH:16]([CH2:20][CH3:21])[C:17]([OH:19])=O)[C:10](=[O:22])[CH:9]=2)[CH:7]=1.[N:25]1[N:26]=[CH:27][N:28]2[CH:33]=[C:32]([NH2:34])[CH:31]=[CH:30][C:29]=12. (6) Given the product [C:1]([O:5][C:6]([NH:8][C@H:9]([C:26]([O:28][CH3:29])=[O:27])[CH2:10][C:11]1[CH:12]=[CH:13][C:14]([B:17]([OH:21])[OH:18])=[CH:15][CH:16]=1)=[O:7])([CH3:3])([CH3:4])[CH3:2], predict the reactants needed to synthesize it. The reactants are: [C:1]([O:5][C:6]([NH:8][C@H:9]([C:26]([O:28][CH3:29])=[O:27])[CH2:10][C:11]1[CH:16]=[CH:15][C:14]([B:17]2[O:21]C(C)(C)C(C)(C)[O:18]2)=[CH:13][CH:12]=1)=[O:7])([CH3:4])([CH3:3])[CH3:2].I([O-])(=O)(=O)=O.[Na+].C([O-])(=O)C.[NH4+].O. (7) Given the product [CH2:1]([C:5]1[N:6]([C:17]2[CH:22]=[CH:21][C:20]([O:23][C:24]3[CH:25]=[CH:26][C:27]([Cl:30])=[CH:28][CH:29]=3)=[CH:19][CH:18]=2)[CH:7]=[C:8]([C:10]2[CH:11]=[CH:12][C:13]([O:16][CH2:48][C@H:49]3[CH2:50][O:51]3)=[CH:14][CH:15]=2)[N:9]=1)[CH2:2][CH2:3][CH3:4], predict the reactants needed to synthesize it. The reactants are: [CH2:1]([C:5]1[N:6]([C:17]2[CH:22]=[CH:21][C:20]([O:23][C:24]3[CH:29]=[CH:28][C:27]([Cl:30])=[CH:26][CH:25]=3)=[CH:19][CH:18]=2)[CH:7]=[C:8]([C:10]2[CH:15]=[CH:14][C:13]([OH:16])=[CH:12][CH:11]=2)[N:9]=1)[CH2:2][CH2:3][CH3:4].C([O-])([O-])=O.[Cs+].[Cs+].CC1C=CC(S(O[CH2:48][C@@H:49]2[O:51][CH2:50]2)(=O)=O)=CC=1.C1(O)C=CC=CC=1.